The task is: Binary Classification. Given a miRNA mature sequence and a target amino acid sequence, predict their likelihood of interaction.. This data is from Experimentally validated miRNA-target interactions with 360,000+ pairs, plus equal number of negative samples. (1) The miRNA is hsa-miR-372-5p with sequence CCUCAAAUGUGGAGCACUAUUCU. The protein sequence of the target gene is MNHSPLKTALAYECFQDQDNSTLALPSDQKMKTGTSGRQRVQEQVMMTVKRQKSKSSQSSTLSHSNRGSMYDGLADNYNYGTTSRSSYYSKFQAGNGSWGYPIYNGTLKREPDNRRFSSYSQMENWSRHYPRGSCNTTGAGSDICFMQKIKASRSEPDLYCDPRGTLRKGTLGSKGQKTTQNRYSFYSTCSGQKAIKKCPVRPPSCASKQDPVYIPPISCNKDLSFGHSRASSKICSEDIECSGLTIPKAVQYLSSQDEKYQAIGAYYIQHTCFQDESAKQQVYQLGGICKLVDLLRSPN.... Result: 1 (interaction). (2) The miRNA is hsa-miR-153-3p with sequence UUGCAUAGUCACAAAAGUGAUC. The protein sequence of the target gene is MTARGTPSRFLASVLHNGLGRYVQQLQRLSFSVSRDGASSRGAREFVEREVIDFARRNPGVVIYVNSRPCCVPRVVAEYLNGAVREESIHCKSVEEISTLVQKLADQSGLDVIRIRKPFHTDNPSIQGQWHPFTNKPTTFRGLRPREVQDPAPAQDTGLRLSAVAPQILLPGWPDPPDLPTVDPISSSLTSAPAPMLSAVSCLPIVPALTTVCSA. Result: 0 (no interaction).